Dataset: Forward reaction prediction with 1.9M reactions from USPTO patents (1976-2016). Task: Predict the product of the given reaction. (1) Given the reactants Br[C:2]1[CH:7]=[CH:6][N:5]2[N:8]=[C:9]([C:11]3[CH:16]=[CH:15][C:14]([F:17])=[CH:13][CH:12]=3)[CH:10]=[C:4]2[CH:3]=1.[CH3:18][O:19][C:20]([C:22]1[CH:23]=[C:24](B(O)O)[CH:25]=[CH:26][CH:27]=1)=[O:21].C(=O)([O-])[O-].[Cs+].[Cs+].O1CCCC1, predict the reaction product. The product is: [F:17][C:14]1[CH:15]=[CH:16][C:11]([C:9]2[CH:10]=[C:4]3[CH:3]=[C:2]([C:26]4[CH:27]=[C:22]([CH:23]=[CH:24][CH:25]=4)[C:20]([O:19][CH3:18])=[O:21])[CH:7]=[CH:6][N:5]3[N:8]=2)=[CH:12][CH:13]=1. (2) Given the reactants [Cl:1][C:2]1[C:7]([C:8]([F:11])([F:10])[F:9])=[CH:6][C:5]([C:12]2[N:16]=[CH:15][NH:14][N:13]=2)=[CH:4][C:3]=1[C:17]([F:20])([F:19])[F:18].C1N2CCN(CC2)C1.[F:29][C:30]1([F:39])[CH2:33][N:32]([C:34](=[O:38])/[CH:35]=[CH:36]\I)[CH2:31]1.O, predict the reaction product. The product is: [Cl:1][C:2]1[C:7]([C:8]([F:10])([F:9])[F:11])=[CH:6][C:5]([C:12]2[N:16]=[CH:15][N:14](/[CH:36]=[CH:35]\[C:34]([N:32]3[CH2:33][C:30]([F:39])([F:29])[CH2:31]3)=[O:38])[N:13]=2)=[CH:4][C:3]=1[C:17]([F:18])([F:19])[F:20].